Dataset: Full USPTO retrosynthesis dataset with 1.9M reactions from patents (1976-2016). Task: Predict the reactants needed to synthesize the given product. Given the product [N:41]1([CH2:1][C:2]2[C:11]3[C:6](=[CH:7][CH:8]=[CH:9][CH:10]=3)[C:5]([C:12]([NH:14][C:15]3[C:16]([C:21]([O:23][CH3:24])=[O:22])=[N:17][CH:18]=[CH:19][N:20]=3)=[O:13])=[CH:4][CH:3]=2)[CH:45]=[CH:44][N:43]=[N:42]1, predict the reactants needed to synthesize it. The reactants are: [CH3:1][C:2]1[C:11]2[C:6](=[CH:7][CH:8]=[CH:9][CH:10]=2)[C:5]([C:12]([NH:14][C:15]2[C:16]([C:21]([O:23][CH3:24])=[O:22])=[N:17][CH:18]=[CH:19][N:20]=2)=[O:13])=[CH:4][CH:3]=1.C1C(=O)N(Br)C(=O)C1.C1(C#N)CCCCC1.[NH:41]1[CH:45]=[CH:44][N:43]=[N:42]1.